This data is from Reaction yield outcomes from USPTO patents with 853,638 reactions. The task is: Predict the reaction yield, written as a fraction of the theoretical maximum amount of product (1.0 means a 100% yield; for example, 0.34 means a 34% yield). The reactants are [NH2:1][C:2]1[N:7]=[CH:6][N:5]=[C:4]2[N:8]([CH2:27][C@@H:28]3[CH2:32][CH2:31][CH2:30][N:29]3[C:33](=[O:37])[CH2:34][C:35]#[N:36])[N:9]=[C:10]([C:11]3[CH:16]=[CH:15][C:14]([O:17][C:18]4[CH:23]=[CH:22][CH:21]=[C:20]([F:24])[C:19]=4[F:25])=[CH:13][C:12]=3[F:26])[C:3]=12.[CH:38]1([CH:41]=O)[CH2:40][CH2:39]1.N1CCCCC1. The catalyst is CCO. The product is [NH2:1][C:2]1[N:7]=[CH:6][N:5]=[C:4]2[N:8]([CH2:27][C@@H:28]3[CH2:32][CH2:31][CH2:30][N:29]3[C:33]([C:34](=[CH:41][CH:38]3[CH2:40][CH2:39]3)[C:35]#[N:36])=[O:37])[N:9]=[C:10]([C:11]3[CH:16]=[CH:15][C:14]([O:17][C:18]4[CH:23]=[CH:22][CH:21]=[C:20]([F:24])[C:19]=4[F:25])=[CH:13][C:12]=3[F:26])[C:3]=12. The yield is 0.223.